From a dataset of Catalyst prediction with 721,799 reactions and 888 catalyst types from USPTO. Predict which catalyst facilitates the given reaction. (1) Reactant: [F:1][C:2]([F:27])([F:26])[CH:3]1[CH2:8][CH2:7][C:6]([C:9]2[N:14]=[CH:13][N:12]=[C:11]([O:15][C:16]3[C:21]4[N:22]=[C:23]([NH2:25])[S:24][C:20]=4[CH:19]=[CH:18][CH:17]=3)[CH:10]=2)=[CH:5][CH2:4]1.[C:28](OC(=O)C)(=[O:30])[CH3:29]. Product: [F:27][C:2]([F:26])([F:1])[CH:3]1[CH2:8][CH2:7][C:6]([C:9]2[N:14]=[CH:13][N:12]=[C:11]([O:15][C:16]3[C:21]4[N:22]=[C:23]([NH:25][C:28](=[O:30])[CH3:29])[S:24][C:20]=4[CH:19]=[CH:18][CH:17]=3)[CH:10]=2)=[CH:5][CH2:4]1. The catalyst class is: 11. (2) Reactant: C(OC(=O)[NH:7][C:8]1[CH:13]=[C:12]([O:14][CH2:15][CH3:16])[C:11]([C:17]([F:20])([F:19])[F:18])=[CH:10][C:9]=1[NH:21][C:22](=[O:46])[CH2:23][C:24](=O)[C:25]1[CH:30]=[CH:29][CH:28]=[C:27]([C:31]2[CH:36]=[CH:35][N:34]=[C:33]([CH2:37][O:38]C3CCCCO3)[CH:32]=2)[CH:26]=1)(C)(C)C.C(O)(C(F)(F)F)=O. Product: [OH:38][CH2:37][C:33]1[CH:32]=[C:31]([C:27]2[CH:26]=[C:25]([C:24]3[CH2:23][C:22](=[O:46])[NH:21][C:9]4[CH:10]=[C:11]([C:17]([F:19])([F:18])[F:20])[C:12]([O:14][CH2:15][CH3:16])=[CH:13][C:8]=4[N:7]=3)[CH:30]=[CH:29][CH:28]=2)[CH:36]=[CH:35][N:34]=1. The catalyst class is: 2.